From a dataset of Reaction yield outcomes from USPTO patents with 853,638 reactions. Predict the reaction yield, written as a fraction of the theoretical maximum amount of product (1.0 means a 100% yield; for example, 0.34 means a 34% yield). (1) The reactants are [CH3:1][C:2]1[C:6]2[C:7]([C:11]3[CH:16]=[CH:15][CH:14]=[CH:13][CH:12]=3)=[CH:8][CH:9]=[CH:10][C:5]=2[O:4][C:3]=1[C:17](O)=[O:18].C(Cl)(=O)C(Cl)=O.[CH3:26][O:27][C:28](=[O:50])[C@@H:29]([NH:33][S:34]([C:37]1[CH:42]=[CH:41][C:40]([C:43]2[CH:48]=[CH:47][C:46]([NH2:49])=[CH:45][CH:44]=2)=[CH:39][CH:38]=1)(=[O:36])=[O:35])[CH:30]([CH3:32])[CH3:31]. The catalyst is CN(C)C1C=CN=CC=1.CN(C=O)C. The product is [CH3:26][O:27][C:28](=[O:50])[C@@H:29]([NH:33][S:34]([C:37]1[CH:42]=[CH:41][C:40]([C:43]2[CH:44]=[CH:45][C:46]([NH:49][C:17]([C:3]3[O:4][C:5]4[CH:10]=[CH:9][CH:8]=[C:7]([C:11]5[CH:16]=[CH:15][CH:14]=[CH:13][CH:12]=5)[C:6]=4[C:2]=3[CH3:1])=[O:18])=[CH:47][CH:48]=2)=[CH:39][CH:38]=1)(=[O:36])=[O:35])[CH:30]([CH3:32])[CH3:31]. The yield is 0.290. (2) The reactants are C([O:7][CH2:8][C@@H:9]([O:41][C:42]([CH3:45])([CH3:44])[CH3:43])[C:10]1[C:32]([CH3:33])=[CH:31][C:13]2[N:14]=[C:15]([C:17]3[CH:22]=[CH:21][CH:20]=[C:19](OS(C(F)(F)F)(=O)=O)[CH:18]=3)[S:16][C:12]=2[C:11]=1[C:34]1[CH:39]=[CH:38][C:37]([Cl:40])=[CH:36][CH:35]=1)(=O)C(C)(C)C.[CH3:46][O:47][C:48]1[CH:49]=[N:50][CH:51]=[C:52](B2OC(C)(C)C(C)(C)O2)[CH:53]=1.C([O-])([O-])=O.[K+].[K+].[OH-].[Na+]. The catalyst is O1CCOCC1.C1C=CC([P]([Pd]([P](C2C=CC=CC=2)(C2C=CC=CC=2)C2C=CC=CC=2)([P](C2C=CC=CC=2)(C2C=CC=CC=2)C2C=CC=CC=2)[P](C2C=CC=CC=2)(C2C=CC=CC=2)C2C=CC=CC=2)(C2C=CC=CC=2)C2C=CC=CC=2)=CC=1.CO. The product is [C:42]([O:41][C@@H:9]([C:10]1[C:32]([CH3:33])=[CH:31][C:13]2[N:14]=[C:15]([C:17]3[CH:22]=[CH:21][CH:20]=[C:19]([C:52]4[CH:51]=[N:50][CH:49]=[C:48]([O:47][CH3:46])[CH:53]=4)[CH:18]=3)[S:16][C:12]=2[C:11]=1[C:34]1[CH:35]=[CH:36][C:37]([Cl:40])=[CH:38][CH:39]=1)[CH2:8][OH:7])([CH3:43])([CH3:44])[CH3:45]. The yield is 0.620. (3) The reactants are [CH2:1]([N:8]1[C:16]2[C:11](=[CH:12][C:13]([N+:17]([O-])=O)=[CH:14][CH:15]=2)[C:10]([C:20]2[CH:25]=[CH:24][CH:23]=[CH:22][CH:21]=2)=[C:9]1[C:26]([O:28][CH2:29][CH3:30])=[O:27])[C:2]1[CH:7]=[CH:6][CH:5]=[CH:4][CH:3]=1.NN. The catalyst is C(O)C.[Ni]. The product is [NH2:17][C:13]1[CH:12]=[C:11]2[C:16](=[CH:15][CH:14]=1)[N:8]([CH2:1][C:2]1[CH:7]=[CH:6][CH:5]=[CH:4][CH:3]=1)[C:9]([C:26]([O:28][CH2:29][CH3:30])=[O:27])=[C:10]2[C:20]1[CH:21]=[CH:22][CH:23]=[CH:24][CH:25]=1. The yield is 0.900.